Dataset: Catalyst prediction with 721,799 reactions and 888 catalyst types from USPTO. Task: Predict which catalyst facilitates the given reaction. Reactant: [H-].[Na+].[F:3][C:4]([F:18])([F:17])[C:5]1[CH:10]=[CH:9][N:8]=[C:7]([C:11]2[NH:12][O:13][C:14](=[O:16])[N:15]=2)[CH:6]=1.[CH:19]1([C:22](Cl)=[O:23])[CH2:21][CH2:20]1.[Cl-].[NH4+]. Product: [CH:19]1([C:22]([N:15]2[C:14](=[O:16])[O:13][N:12]=[C:11]2[C:7]2[CH:6]=[C:5]([C:4]([F:3])([F:17])[F:18])[CH:10]=[CH:9][N:8]=2)=[O:23])[CH2:21][CH2:20]1. The catalyst class is: 9.